From a dataset of Catalyst prediction with 721,799 reactions and 888 catalyst types from USPTO. Predict which catalyst facilitates the given reaction. (1) Reactant: [CH2:1]([NH:8][CH2:9][CH2:10][NH:11][C:12]1[CH:17]=[CH:16][C:15]([F:18])=[CH:14][C:13]=1[CH3:19])[C:2]1[CH:7]=[CH:6][CH:5]=[CH:4][CH:3]=1.C(N(CC)C(C)C)(C)C.[CH2:29]([O:31][C:32](=[O:37])[CH:33](Br)[CH2:34]Br)[CH3:30]. Product: [CH2:29]([O:31][C:32]([CH:33]1[CH2:34][N:8]([CH2:1][C:2]2[CH:3]=[CH:4][CH:5]=[CH:6][CH:7]=2)[CH2:9][CH2:10][N:11]1[C:12]1[CH:17]=[CH:16][C:15]([F:18])=[CH:14][C:13]=1[CH3:19])=[O:37])[CH3:30]. The catalyst class is: 11. (2) Reactant: [CH2:1]([N:3]([CH2:6][C:7]1[CH:13]=[CH:12][C:10]([NH2:11])=[CH:9][CH:8]=1)[CH2:4][CH3:5])[CH3:2].O[CH:15]=[C:16]1[C:24]2[C:19](=[CH:20][C:21]([C:25]([C:27]3[CH:28]=[C:29]([NH:33][C:34]([C:36]4[N:40]([CH3:41])[N:39]=[C:38]([CH3:42])[CH:37]=4)=[O:35])[CH:30]=[CH:31][CH:32]=3)=[O:26])=[CH:22][CH:23]=2)[NH:18][C:17]1=[O:43]. Product: [CH2:1]([N:3]([CH2:6][C:7]1[CH:8]=[CH:9][C:10]([NH:11]/[CH:15]=[C:16]2\[C:17](=[O:43])[NH:18][C:19]3[C:24]\2=[CH:23][CH:22]=[C:21]([C:25]([C:27]2[CH:28]=[C:29]([NH:33][C:34]([C:36]4[N:40]([CH3:41])[N:39]=[C:38]([CH3:42])[CH:37]=4)=[O:35])[CH:30]=[CH:31][CH:32]=2)=[O:26])[CH:20]=3)=[CH:12][CH:13]=1)[CH2:4][CH3:5])[CH3:2]. The catalyst class is: 1.